This data is from Peptide-MHC class I binding affinity with 185,985 pairs from IEDB/IMGT. The task is: Regression. Given a peptide amino acid sequence and an MHC pseudo amino acid sequence, predict their binding affinity value. This is MHC class I binding data. (1) The peptide sequence is YAMAIRQAI. The MHC is HLA-B15:01 with pseudo-sequence HLA-B15:01. The binding affinity (normalized) is 0.538. (2) The peptide sequence is CTDPYSQMV. The MHC is HLA-B18:01 with pseudo-sequence HLA-B18:01. The binding affinity (normalized) is 0.0847. (3) The peptide sequence is RQFPHAFEF. The MHC is Mamu-B3901 with pseudo-sequence Mamu-B3901. The binding affinity (normalized) is 0.839.